Task: Predict the reaction yield, written as a fraction of the theoretical maximum amount of product (1.0 means a 100% yield; for example, 0.34 means a 34% yield).. Dataset: Reaction yield outcomes from USPTO patents with 853,638 reactions (1) The catalyst is C1COCC1. The yield is 0.470. The reactants are [Br:1][C:2]1[CH:7]=[CH:6][C:5]([F:8])=[CH:4][C:3]=1[N+:9]([O-])=O.[CH:12]([Mg]Br)=[CH2:13]. The product is [Br:1][C:2]1[CH:7]=[CH:6][C:5]([F:8])=[C:4]2[C:3]=1[NH:9][CH:13]=[CH:12]2. (2) The reactants are Cl.[Br:2][C:3]1[CH:8]=[CH:7][C:6]([C@H:9]([NH2:11])[CH3:10])=[C:5]([F:12])[CH:4]=1.[C:13](O[C:13]([O:15][C:16]([CH3:19])([CH3:18])[CH3:17])=[O:14])([O:15][C:16]([CH3:19])([CH3:18])[CH3:17])=[O:14].C(N(CC)CC)C.O. The catalyst is C(Cl)Cl. The product is [C:16]([O:15][C:13](=[O:14])[NH:11][C@@H:9]([C:6]1[CH:7]=[CH:8][C:3]([Br:2])=[CH:4][C:5]=1[F:12])[CH3:10])([CH3:19])([CH3:18])[CH3:17]. The yield is 0.900. (3) The reactants are [OH-].[Na+].[Br:3][C:4]1[CH:5]=[C:6]2[C:11](=[CH:12][CH:13]=1)[N:10]([C:14]1[CH:23]=[C:22]3[C:17]([CH:18]=[CH:19][C:20]([C:24]([O:26]C)=[O:25])=[CH:21]3)=[CH:16][C:15]=1[C:28]1[CH:33]=[CH:32][C:31]([F:34])=[CH:30][CH:29]=1)[CH2:9][CH2:8][CH2:7]2. The catalyst is CO.O. The product is [Br:3][C:4]1[CH:5]=[C:6]2[C:11](=[CH:12][CH:13]=1)[N:10]([C:14]1[CH:23]=[C:22]3[C:17]([CH:18]=[CH:19][C:20]([C:24]([OH:26])=[O:25])=[CH:21]3)=[CH:16][C:15]=1[C:28]1[CH:29]=[CH:30][C:31]([F:34])=[CH:32][CH:33]=1)[CH2:9][CH2:8][CH2:7]2. The yield is 0.690. (4) The reactants are [C@@H:1]1([NH:10][C:11]2[C:12]3[CH:19]=[CH:18][NH:17][C:13]=3[N:14]=[CH:15][N:16]=2)[C:9]2[C:4](=[CH:5][CH:6]=[CH:7][CH:8]=2)[CH2:3][CH2:2]1.[C:20]1([CH3:26])[CH:25]=[CH:24][CH:23]=CC=1.C(=O)([O-])[O-].[Cs+].[Cs+].CS(OC1CC=CC1)(=O)=O. The catalyst is CN(C)C=O. The product is [CH:23]1([N:17]2[C:13]3[N:14]=[CH:15][N:16]=[C:11]([NH:10][C@@H:1]4[C:9]5[C:4](=[CH:5][CH:6]=[CH:7][CH:8]=5)[CH2:3][CH2:2]4)[C:12]=3[CH:19]=[CH:18]2)[CH2:24][CH:25]=[CH:20][CH2:26]1. The yield is 0.530. (5) The reactants are [O:1]=[C:2]1[C:11]2[CH:10]=[CH:9][CH:8]=[C:7]3[NH:12][CH:13]([C:21]4[CH:28]=[CH:27][C:24]([CH:25]=O)=[CH:23][CH:22]=4)[CH:14]([C:15]4[CH:20]=[CH:19][CH:18]=[CH:17][CH:16]=4)[C:5]([C:6]=23)=[N:4][NH:3]1.C(O)(=O)C.[NH:33]1[CH2:37][CH2:36][CH2:35][CH2:34]1.[BH4-].[Na+]. The catalyst is C(Cl)Cl. The product is [C:15]1([CH:14]2[C:5]3=[N:4][NH:3][C:2](=[O:1])[C:11]4[CH:10]=[CH:9][CH:8]=[C:7]([C:6]=43)[NH:12][CH:13]2[C:21]2[CH:28]=[CH:27][C:24]([CH2:25][N:33]3[CH2:37][CH2:36][CH2:35][CH2:34]3)=[CH:23][CH:22]=2)[CH:16]=[CH:17][CH:18]=[CH:19][CH:20]=1. The yield is 0.140. (6) The reactants are Br[CH2:2][C:3]1[C:4]([F:15])=[CH:5][CH:6]=[C:7]2[C:12]=1[N:11]=[C:10]([O:13][CH3:14])[CH:9]=[CH:8]2.[C-:16]#[N:17].[K+]. The catalyst is CN(C=O)C. The product is [F:15][C:4]1[C:3]([CH2:2][C:16]#[N:17])=[C:12]2[C:7]([CH:8]=[CH:9][C:10]([O:13][CH3:14])=[N:11]2)=[CH:6][CH:5]=1. The yield is 0.970.